From a dataset of NCI-60 drug combinations with 297,098 pairs across 59 cell lines. Regression. Given two drug SMILES strings and cell line genomic features, predict the synergy score measuring deviation from expected non-interaction effect. (1) Drug 1: CN(C)C(=N)N=C(N)N. Drug 2: CN1C(=O)N2C=NC(=C2N=N1)C(=O)N. Cell line: UACC62. Synergy scores: CSS=11.5, Synergy_ZIP=-0.206, Synergy_Bliss=-1.13, Synergy_Loewe=-6.43, Synergy_HSA=-1.73. (2) Drug 1: CCC1=CC2CC(C3=C(CN(C2)C1)C4=CC=CC=C4N3)(C5=C(C=C6C(=C5)C78CCN9C7C(C=CC9)(C(C(C8N6C)(C(=O)OC)O)OC(=O)C)CC)OC)C(=O)OC.C(C(C(=O)O)O)(C(=O)O)O. Drug 2: CN(C)N=NC1=C(NC=N1)C(=O)N. Cell line: IGROV1. Synergy scores: CSS=32.7, Synergy_ZIP=-2.67, Synergy_Bliss=-2.85, Synergy_Loewe=-30.8, Synergy_HSA=0.0274. (3) Drug 1: C1C(C(OC1N2C=NC3=C(N=C(N=C32)Cl)N)CO)O. Drug 2: CC1C(C(CC(O1)OC2CC(CC3=C2C(=C4C(=C3O)C(=O)C5=C(C4=O)C(=CC=C5)OC)O)(C(=O)CO)O)N)O.Cl. Cell line: COLO 205. Synergy scores: CSS=49.0, Synergy_ZIP=-9.44, Synergy_Bliss=-13.3, Synergy_Loewe=-10.3, Synergy_HSA=-8.45. (4) Drug 1: CCC(=C(C1=CC=CC=C1)C2=CC=C(C=C2)OCCN(C)C)C3=CC=CC=C3.C(C(=O)O)C(CC(=O)O)(C(=O)O)O. Drug 2: CC12CCC3C(C1CCC2O)C(CC4=C3C=CC(=C4)O)CCCCCCCCCS(=O)CCCC(C(F)(F)F)(F)F. Cell line: HCC-2998. Synergy scores: CSS=13.9, Synergy_ZIP=-4.70, Synergy_Bliss=-3.10, Synergy_Loewe=-11.1, Synergy_HSA=-3.60. (5) Drug 1: CC1C(C(=O)NC(C(=O)N2CCCC2C(=O)N(CC(=O)N(C(C(=O)O1)C(C)C)C)C)C(C)C)NC(=O)C3=C4C(=C(C=C3)C)OC5=C(C(=O)C(=C(C5=N4)C(=O)NC6C(OC(=O)C(N(C(=O)CN(C(=O)C7CCCN7C(=O)C(NC6=O)C(C)C)C)C)C(C)C)C)N)C. Drug 2: C1=CC=C(C(=C1)C(C2=CC=C(C=C2)Cl)C(Cl)Cl)Cl. Cell line: UO-31. Synergy scores: CSS=-11.7, Synergy_ZIP=2.22, Synergy_Bliss=-3.96, Synergy_Loewe=-9.14, Synergy_HSA=-9.09. (6) Drug 1: CC12CCC3C(C1CCC2NC(=O)OCC(F)(F)F)CCC4C3(C=CC(=O)N4C)C. Drug 2: CNC(=O)C1=NC=CC(=C1)OC2=CC=C(C=C2)NC(=O)NC3=CC(=C(C=C3)Cl)C(F)(F)F. Cell line: UACC62. Synergy scores: CSS=47.5, Synergy_ZIP=2.17, Synergy_Bliss=3.60, Synergy_Loewe=-4.35, Synergy_HSA=2.99.